Dataset: Full USPTO retrosynthesis dataset with 1.9M reactions from patents (1976-2016). Task: Predict the reactants needed to synthesize the given product. (1) Given the product [N:13]1([C:23]([O:25][C:26]([CH3:29])([CH3:28])[CH3:27])=[O:24])[CH2:14][CH2:15][C:16]([C:31]([O:33][CH3:34])=[O:32])([C:19]([O:21][CH3:22])=[O:20])[CH2:17][CH2:18]1, predict the reactants needed to synthesize it. The reactants are: C(NC(C)C)(C)C.[Li]CCCC.[N:13]1([C:23]([O:25][C:26]([CH3:29])([CH3:28])[CH3:27])=[O:24])[CH2:18][CH2:17][CH:16]([C:19]([O:21][CH3:22])=[O:20])[CH2:15][CH2:14]1.Cl[C:31]([O:33][CH3:34])=[O:32]. (2) Given the product [CH:17]1([C:22]2[C:23]([C:24]#[N:25])=[C:10]([OH:9])[C:5]3[C:6](=[CH:13][CH:14]=[C:3]([C:2]([F:1])([F:15])[F:16])[CH:4]=3)[N:7]=2)[CH2:21][CH2:20][CH2:19][CH2:18]1, predict the reactants needed to synthesize it. The reactants are: [F:1][C:2]([F:16])([F:15])[C:3]1[CH:14]=[CH:13][C:6]2[NH:7]C(=O)[O:9][C:10](=O)[C:5]=2[CH:4]=1.[CH:17]1([C:22](=O)[CH2:23][C:24]#[N:25])[CH2:21][CH2:20][CH2:19][CH2:18]1.C(N(CC)CC)C.Cl. (3) Given the product [CH:1]1([NH:4][S:30]([C:26]2[CH:25]=[C:24]([NH:23][C:21]([C:15]3[CH:14]=[N:13][N:12]([C:9]4[CH:8]=[CH:7][C:6]([Cl:5])=[CH:11][CH:10]=4)[C:16]=3[C:17]([F:20])([F:18])[F:19])=[O:22])[CH:29]=[CH:28][CH:27]=2)(=[O:31])=[O:32])[CH2:3][CH2:2]1, predict the reactants needed to synthesize it. The reactants are: [CH:1]1([NH2:4])[CH2:3][CH2:2]1.[Cl:5][C:6]1[CH:11]=[CH:10][C:9]([N:12]2[C:16]([C:17]([F:20])([F:19])[F:18])=[C:15]([C:21]([NH:23][C:24]3[CH:25]=[C:26]([S:30](F)(=[O:32])=[O:31])[CH:27]=[CH:28][CH:29]=3)=[O:22])[CH:14]=[N:13]2)=[CH:8][CH:7]=1. (4) Given the product [F:1][C:2]1[CH:7]=[CH:6][C:5]([N:8]2[C:13](=[O:14])[C:12]([C:17]([OH:16])=[O:18])=[CH:11][CH:10]=[N:9]2)=[CH:4][CH:3]=1, predict the reactants needed to synthesize it. The reactants are: [F:1][C:2]1[CH:7]=[CH:6][C:5]([NH:8]/[N:9]=[CH:10]/[CH:11]=[C:12]2[C:17](=[O:18])[O:16]C(C)(C)[O:14][C:13]2=O)=[CH:4][CH:3]=1.C[O-].[Na+].Cl.C(Cl)Cl. (5) Given the product [N:19]1[CH:20]=[CH:21][CH:22]=[CH:23][C:18]=1[NH:17][C:14]1[CH:15]=[CH:16][C:11]([O:10][C:5]2[C:4]([C:37]3[CH2:42][CH2:41][N:40]([C:43]([O:45][C:46]([CH3:49])([CH3:48])[CH3:47])=[O:44])[CH2:39][CH:38]=3)=[N:9][CH:8]=[CH:7][N:6]=2)=[CH:12][CH:13]=1, predict the reactants needed to synthesize it. The reactants are: N#N.Cl[C:4]1[C:5]([O:10][C:11]2[CH:16]=[CH:15][C:14]([NH:17][C:18]3[CH:23]=[CH:22][CH:21]=[CH:20][N:19]=3)=[CH:13][CH:12]=2)=[N:6][CH:7]=[CH:8][N:9]=1.C([O-])(=O)C.[K+].CC1(C)C(C)(C)OB([C:37]2[CH2:42][CH2:41][N:40]([C:43]([O:45][C:46]([CH3:49])([CH3:48])[CH3:47])=[O:44])[CH2:39][CH:38]=2)O1. (6) Given the product [CH:9]1([C:15]2[NH:7][CH:2]=[CH:1][N:8]=2)[CH2:14][CH2:13][CH2:12][CH2:11][CH2:10]1, predict the reactants needed to synthesize it. The reactants are: [C:1]1([NH2:8])C=CC=C[C:2]=1[NH2:7].[CH:9]1([C:15](O)=O)[CH2:14][CH2:13][CH2:12][CH2:11][CH2:10]1.[OH-].[Na+]. (7) Given the product [CH3:1][O:2][C:3](=[O:37])[C:4]1[CH:5]=[CH:6][C:7](/[CH:10]=[CH:11]/[C:12]2[C:21]([CH2:22][CH2:23][CH2:24][OH:25])=[CH:20][C:19]3[C:18]([CH3:33])([CH3:34])[CH2:17][CH2:16][C:15]([CH3:36])([CH3:35])[C:14]=3[CH:13]=2)=[CH:8][CH:9]=1, predict the reactants needed to synthesize it. The reactants are: [CH3:1][O:2][C:3](=[O:37])[C:4]1[CH:9]=[CH:8][C:7](/[CH:10]=[CH:11]/[C:12]2[C:21]([CH2:22][CH2:23][CH2:24][O:25][Si](C(C)(C)C)(C)C)=[CH:20][C:19]3[C:18]([CH3:34])([CH3:33])[CH2:17][CH2:16][C:15]([CH3:36])([CH3:35])[C:14]=3[CH:13]=2)=[CH:6][CH:5]=1.[F-].C([N+](CCCC)(CCCC)CCCC)CCC. (8) Given the product [N:8]1[CH:13]=[C:12]([CH:14]=[N:1][C:2]2[CH:7]=[CH:6][CH:5]=[CH:4][N:3]=2)[CH:11]=[N:10][CH:9]=1, predict the reactants needed to synthesize it. The reactants are: [NH2:1][C:2]1[CH:7]=[CH:6][CH:5]=[CH:4][N:3]=1.[N:8]1[CH:13]=[C:12]([CH:14]=O)[CH:11]=[N:10][CH:9]=1. (9) Given the product [CH3:20][O:21][C:22](=[O:42])[CH2:23][CH2:24][C:25]1[CH:30]=[CH:29][C:28]([O:31][CH2:32][CH2:33][CH:34]([O:1][C:2]2[CH:7]=[CH:6][C:5]([O:8][C:9]([F:10])([F:11])[F:12])=[CH:4][C:3]=2[C:13]([C:15]2[S:16][CH:17]=[CH:18][CH:19]=2)=[O:14])[CH3:35])=[CH:27][C:26]=1[CH3:41], predict the reactants needed to synthesize it. The reactants are: [OH:1][C:2]1[CH:7]=[CH:6][C:5]([O:8][C:9]([F:12])([F:11])[F:10])=[CH:4][C:3]=1[C:13]([C:15]1[S:16][CH:17]=[CH:18][CH:19]=1)=[O:14].[CH3:20][O:21][C:22](=[O:42])[CH2:23][CH2:24][C:25]1[CH:30]=[CH:29][C:28]([O:31][CH2:32][CH2:33][CH:34](OS(C)(=O)=O)[CH3:35])=[CH:27][C:26]=1[CH3:41].C([O-])([O-])=O.[Cs+].[Cs+].Cl. (10) Given the product [Br:1][C:2]1[CH:3]=[C:4]([CH:8]=[CH:9][C:10]=1[F:11])[C:5]([Cl:15])=[O:6], predict the reactants needed to synthesize it. The reactants are: [Br:1][C:2]1[CH:3]=[C:4]([CH:8]=[CH:9][C:10]=1[F:11])[C:5](O)=[O:6].C(Cl)(=O)C([Cl:15])=O.CN(C=O)C.